From a dataset of Catalyst prediction with 721,799 reactions and 888 catalyst types from USPTO. Predict which catalyst facilitates the given reaction. (1) Reactant: [Cl:1][C:2]1[CH:7]=[CH:6][C:5]([CH:8](O)[C:9]2[C:10]([C:21]([O:23][CH2:24][CH3:25])=[O:22])=[N:11][N:12]([CH:18]3[CH2:20][CH2:19]3)[C:13]=2[C:14]([F:17])([F:16])[F:15])=[CH:4][CH:3]=1.[NH2:27][C:28]1[CH:29]=[C:30]([Cl:36])[C:31](=[O:35])[N:32]([CH3:34])[CH:33]=1. Product: [Cl:36][C:30]1[C:31](=[O:35])[N:32]([CH3:34])[CH:33]=[C:28]([NH:27][CH:8]([C:5]2[CH:6]=[CH:7][C:2]([Cl:1])=[CH:3][CH:4]=2)[C:9]2[C:10]([C:21]([O:23][CH2:24][CH3:25])=[O:22])=[N:11][N:12]([CH:18]3[CH2:20][CH2:19]3)[C:13]=2[C:14]([F:17])([F:16])[F:15])[CH:29]=1. The catalyst class is: 100. (2) Reactant: [OH:1][C:2]1[CH:3]=[C:4]([CH:7]=[CH:8][CH:9]=1)[CH:5]=[O:6].F[C:11]1[CH:16]=[CH:15][C:14]([N+:17]([O-:19])=[O:18])=[CH:13][CH:12]=1.C([O-])([O-])=O.[K+].[K+]. Product: [N+:17]([C:14]1[CH:15]=[CH:16][C:11]([O:1][C:2]2[CH:3]=[C:4]([CH:7]=[CH:8][CH:9]=2)[CH:5]=[O:6])=[CH:12][CH:13]=1)([O-:19])=[O:18]. The catalyst class is: 3. (3) Product: [Cl:1][CH2:2][C:3]([NH:19][CH2:15][CH2:16][CH2:17][CH3:18])=[CH:4][CH2:12][C:11]([O:14][CH2:20][CH3:21])=[O:13]. The catalyst class is: 8. Reactant: [Cl:1][CH2:2][C:3](=O)[CH2:4]C(OCC)=O.[C:11]([OH:14])(=[O:13])[CH3:12].[CH2:15]([NH2:19])[CH2:16][CH2:17][CH3:18].[C:20]1(C)C=CC=C[CH:21]=1. (4) Reactant: [NH2:1][C:2]1[C:3]2[CH:15]=[C:14]([CH3:16])[S:13][C:4]=2[NH:5][C:6]2[CH:12]=[CH:11][CH:10]=[CH:9][C:7]=2[N:8]=1.[CH3:17][N:18]1[CH2:23][CH2:22]N[CH2:20][CH2:19]1.C(O)C. Product: [CH3:16][C:14]1[S:13][C:4]2[NH:5][C:6]3[CH:12]=[CH:11][CH:10]=[CH:9][C:7]=3[N:8]=[C:2]([N:1]3[CH2:22][CH2:23][N:18]([CH3:17])[CH2:19][CH2:20]3)[C:3]=2[CH:15]=1. The catalyst class is: 6. (5) Reactant: [CH3:1][C@H:2]1[CH2:6][CH2:5][CH2:4][N:3]1[C:7]1[C:8]([C:21]2[CH:25]=[CH:24][NH:23][CH:22]=2)=[N:9][C:10]2[C:15]([N:16]=1)=[CH:14][C:13]([C:17]([O:19]C)=[O:18])=[CH:12][CH:11]=2.[OH-].[Na+]. Product: [CH3:1][C@H:2]1[CH2:6][CH2:5][CH2:4][N:3]1[C:7]1[C:8]([C:21]2[CH:25]=[CH:24][NH:23][CH:22]=2)=[N:9][C:10]2[C:15]([N:16]=1)=[CH:14][C:13]([C:17]([OH:19])=[O:18])=[CH:12][CH:11]=2. The catalyst class is: 24.